From a dataset of Reaction yield outcomes from USPTO patents with 853,638 reactions. Predict the reaction yield, written as a fraction of the theoretical maximum amount of product (1.0 means a 100% yield; for example, 0.34 means a 34% yield). (1) The reactants are [CH3:1][O:2][C:3]1[CH:4]=[C:5]([NH:11][C:12](=O)[CH2:13][C:14]2[CH:19]=[CH:18][C:17]([C:20]([F:23])([F:22])[F:21])=[CH:16][CH:15]=2)[CH:6]=[CH:7][C:8]=1[O:9][CH3:10].[H-].[H-].[H-].[H-].[Li+].[Al+3].O.Cl. The catalyst is C1COCC1. The product is [CH3:1][O:2][C:3]1[CH:4]=[C:5]([NH:11][CH2:12][CH2:13][C:14]2[CH:19]=[CH:18][C:17]([C:20]([F:21])([F:23])[F:22])=[CH:16][CH:15]=2)[CH:6]=[CH:7][C:8]=1[O:9][CH3:10]. The yield is 0.240. (2) The reactants are [Cl:1][C:2]1[CH:3]=[C:4]([NH:9][C:10]2[O:11][C:12]([CH2:15][O:16][C:17]3[CH:22]=[CH:21][C:20]([N+:23]([O-])=O)=[CH:19][CH:18]=3)=[N:13][N:14]=2)[CH:5]=[CH:6][C:7]=1[Cl:8].CO.[Cl-].[NH4+]. The catalyst is O.[Fe]. The product is [NH2:23][C:20]1[CH:21]=[CH:22][C:17]([O:16][CH2:15][C:12]2[O:11][C:10]([NH:9][C:4]3[CH:5]=[CH:6][C:7]([Cl:8])=[C:2]([Cl:1])[CH:3]=3)=[N:14][N:13]=2)=[CH:18][CH:19]=1. The yield is 0.870. (3) The yield is 0.980. The catalyst is ClCCl.O. The reactants are [OH:1][CH2:2][C@@H:3]([NH:10][C:11](=[O:17])[O:12][C:13]([CH3:16])([CH3:15])[CH3:14])[C:4]1[CH:9]=[CH:8][CH:7]=[CH:6][CH:5]=1.C(N(CC)CC)C.[S:25](Cl)([CH3:28])(=[O:27])=[O:26].[O-]S([O-])(=O)=O.[Na+].[Na+]. The product is [CH3:28][S:25]([O:1][CH2:2][C@@H:3]([NH:10][C:11]([O:12][C:13]([CH3:14])([CH3:16])[CH3:15])=[O:17])[C:4]1[CH:9]=[CH:8][CH:7]=[CH:6][CH:5]=1)(=[O:27])=[O:26]. (4) The reactants are [F:1][C:2]([CH3:9])([CH3:8])[C:3](=[O:7])[CH2:4][C:5]#[N:6].[CH3:10][Si](C=[N+]=[N-])(C)C. The catalyst is C(OCC)C. The product is [F:1][C:2]([CH3:9])([CH3:8])[C:3]([O:7][CH3:10])=[CH:4][C:5]#[N:6]. The yield is 0.910.